The task is: Predict which catalyst facilitates the given reaction.. This data is from Catalyst prediction with 721,799 reactions and 888 catalyst types from USPTO. (1) Reactant: [O:1]1[C:5]2=[CH:6][N:7]=[CH:8][CH:9]=[C:4]2[CH:3]=[C:2]1[C:10]([OH:12])=O.CCN=C=NCCCN(C)C.C1C=CC2N(O)N=NC=2C=1.CCN(C(C)C)C(C)C.[NH2:43][CH2:44][CH:45]1[C:47]2([CH2:52][CH2:51][N:50]([C:53]([O:55][C:56]([CH3:59])([CH3:58])[CH3:57])=[O:54])[CH2:49][CH2:48]2)[CH2:46]1. Product: [O:1]1[C:5]2=[CH:6][N:7]=[CH:8][CH:9]=[C:4]2[CH:3]=[C:2]1[C:10]([NH:43][CH2:44][CH:45]1[C:47]2([CH2:48][CH2:49][N:50]([C:53]([O:55][C:56]([CH3:59])([CH3:58])[CH3:57])=[O:54])[CH2:51][CH2:52]2)[CH2:46]1)=[O:12]. The catalyst class is: 39. (2) Reactant: [Br:1][C:2]1[CH:10]=[C:9]2[C:5]([C:6]([CH3:15])([CH2:12][CH:13]=[CH2:14])[C:7](=[O:11])[NH:8]2)=[CH:4][CH:3]=1.B1C2CCCC1CCC2.[OH:25]O.[OH-].[Na+]. Product: [Br:1][C:2]1[CH:10]=[C:9]2[C:5]([C:6]([CH2:12][CH2:13][CH2:14][OH:25])([CH3:15])[C:7](=[O:11])[NH:8]2)=[CH:4][CH:3]=1. The catalyst class is: 554. (3) Reactant: Cl.[CH2:2]([O:4][C:5](=[O:14])[CH2:6][C@H:7]1[CH2:12][CH2:11][C@H:10]([NH2:13])[CH2:9][CH2:8]1)[CH3:3].C(N(CC)CC)C.[C:22](Cl)(=[O:24])[CH3:23]. Product: [CH2:2]([O:4][C:5](=[O:14])[CH2:6][C@H:7]1[CH2:8][CH2:9][C@H:10]([NH:13][C:22](=[O:24])[CH3:23])[CH2:11][CH2:12]1)[CH3:3]. The catalyst class is: 4. (4) Reactant: [CH3:1][C:2]1[N:6]([CH2:7][C:8]2[C:16]3[O:15][C:14]([C:17]4[CH:22]=[CH:21][CH:20]=[CH:19][CH:18]=4)=[CH:13][C:12]=3[CH:11]=[C:10]([S:23]([CH3:26])(=[O:25])=[O:24])[CH:9]=2)[N:5]=[C:4]([C:27]([OH:29])=O)[CH:3]=1.C(N1CCOCC1)C.[O:38]1[CH2:43][CH2:42][CH:41]([NH2:44])[CH2:40][CH2:39]1.O.ON1C2C=CC=CC=2N=N1.CN(C)CCCN=C=NCC. Product: [CH3:1][C:2]1[N:6]([CH2:7][C:8]2[C:16]3[O:15][C:14]([C:17]4[CH:18]=[CH:19][CH:20]=[CH:21][CH:22]=4)=[CH:13][C:12]=3[CH:11]=[C:10]([S:23]([CH3:26])(=[O:25])=[O:24])[CH:9]=2)[N:5]=[C:4]([C:27]([NH:44][CH:41]2[CH2:42][CH2:43][O:38][CH2:39][CH2:40]2)=[O:29])[CH:3]=1. The catalyst class is: 42. (5) Reactant: [CH3:1][O:2][C:3]1[CH:8]=[CH:7][C:6]([C:9]2[CH:10]=[CH:11][C:12]([C:16]#[N:17])=[N:13][C:14]=2[CH3:15])=[CH:5][CH:4]=1.ClC1C=CC(C(F)(F)F)=CC=1[C@H]1N(C(OC(C)(C)C)=O)[C@H](C(OCC)=O)CC1.[Br:46]Br. Product: [Br:46][C:8]1[CH:7]=[C:6]([C:9]2[CH:10]=[CH:11][C:12]([C:16]#[N:17])=[N:13][C:14]=2[CH3:15])[CH:5]=[CH:4][C:3]=1[O:2][CH3:1]. The catalyst class is: 46. (6) Reactant: C([O-])([O-])=O.[Cs+].[Cs+].[Cl:7][C:8]1[CH:13]=[CH:12][C:11]([CH:14]2[CH2:19][CH2:18][N:17](C)[CH2:16][CH:15]2[C:21]([O:23][CH3:24])=[O:22])=[CH:10][CH:9]=1.CC(Cl)OC(Cl)=O.CCN(C(C)C)C(C)C.[C:49](O[C:49]([O:51][C:52]([CH3:55])([CH3:54])[CH3:53])=[O:50])([O:51][C:52]([CH3:55])([CH3:54])[CH3:53])=[O:50]. Product: [Cl:7][C:8]1[CH:13]=[CH:12][C:11]([CH:14]2[CH2:19][CH2:18][N:17]([C:49]([O:51][C:52]([CH3:53])([CH3:54])[CH3:55])=[O:50])[CH2:16][CH:15]2[C:21]([O:23][CH3:24])=[O:22])=[CH:10][CH:9]=1. The catalyst class is: 26.